This data is from hERG potassium channel inhibition data for cardiac toxicity prediction from Karim et al.. The task is: Regression/Classification. Given a drug SMILES string, predict its toxicity properties. Task type varies by dataset: regression for continuous values (e.g., LD50, hERG inhibition percentage) or binary classification for toxic/non-toxic outcomes (e.g., AMES mutagenicity, cardiotoxicity, hepatotoxicity). Dataset: herg_karim. (1) The drug is Clc1cccc(-c2nnnn2Cc2cccnc2)c1Cl. The result is 0 (non-blocker). (2) The molecule is O=C(O)C1CCC2(CCN(c3ccc(-c4nc5cc(C(F)(F)F)ccc5[nH]4)cn3)CC2)OC1. The result is 0 (non-blocker). (3) The molecule is CCC(O)(c1cn(Cc2ccc3c(-c4ccccc4)c(C(=O)N(C)C)sc3c2)nn1)C(F)(F)F. The result is 0 (non-blocker). (4) The molecule is COc1ccc(-c2nnc(C(=O)N3CC(Oc4ccc(CN5CC6(CCCO6)C5)cc4)C3)o2)cc1. The result is 0 (non-blocker). (5) The drug is CCN(CC)CCN1CCCc2cc(NC(=N)c3cccs3)ccc21. The result is 1 (blocker). (6) The drug is COc1cc2c(NC3CCN(C(C)C)CC3)nc(C3CCCCC3)nc2cc1OCCCN1CCCC1. The result is 0 (non-blocker).